From a dataset of Forward reaction prediction with 1.9M reactions from USPTO patents (1976-2016). Predict the product of the given reaction. Given the reactants [NH2:1][C:2]1[N:7]=[C:6]([C:8]2[CH:13]=[CH:12][CH:11]=[CH:10][C:9]=2[O:14][CH3:15])[C:5]([C:16]2[CH:17]=[CH:18][C:19](=[O:22])[NH:20][N:21]=2)=[CH:4][N:3]=1.[CH:23](I)([CH3:25])[CH3:24], predict the reaction product. The product is: [NH2:1][C:2]1[N:7]=[C:6]([C:8]2[CH:13]=[CH:12][CH:11]=[CH:10][C:9]=2[O:14][CH3:15])[C:5]([C:16]2[CH:17]=[CH:18][C:19](=[O:22])[N:20]([CH:23]([CH3:25])[CH3:24])[N:21]=2)=[CH:4][N:3]=1.